From a dataset of Peptide-MHC class II binding affinity with 134,281 pairs from IEDB. Regression. Given a peptide amino acid sequence and an MHC pseudo amino acid sequence, predict their binding affinity value. This is MHC class II binding data. The peptide sequence is WMIHTLEALDYKECE. The MHC is DRB1_1101 with pseudo-sequence DRB1_1101. The binding affinity (normalized) is 0.471.